From a dataset of Drug-target binding data from BindingDB using IC50 measurements. Regression. Given a target protein amino acid sequence and a drug SMILES string, predict the binding affinity score between them. We predict pIC50 (pIC50 = -log10(IC50 in M); higher means more potent). Dataset: bindingdb_ic50. (1) The compound is c1ccc2c(-c3cnn4cc(-c5ccc(N6CCNCC6)cc5)cnc34)ccnc2c1. The target protein (Q61288) has sequence MTLGSFRRGLLMLSVAFGLTRGDLAKPSKLVNCTCESPHCKRPFCQGSWCTVVLVREQGRHPQVYRGCGSLNQELCLGRPTEFLNHHCCYRSFCNHNVSLMLEATQTPSEEPEVDAHLPLILGPVLALPVLVALGALGLWRVRRRQEKQRDLHSDLGESSLILKASEQADSMLGDFLDSDCTTGSGSGLPFLVQRTVARQVALVECVGKGRYGEVWRGSWHGESVAVKIFSSRDEQSWFRETEIYNTVLLRHDNILGFIASDMTSRNSSTQLWLITHYHEHGSLYDFLQRQTLEPQLALRLAVSAACGLAHLHVEIFGTQGKPAIAHRDLKSRNVLVKSNLQCCIADLGLAVMHSQSSDYLDIGNNPRVGTKRYMAPEVLDEHIRTDCFESYKWTDIWAFGLVLWEIARRTIINGIVEDYRPPFYDMVPNDPSFEDMKKVVCVDQQTPTIPNRLAADPVLSGLAQMMRECWYPNPSARLTALRIKKTLQKLSHNPEKPKV.... The pIC50 is 8.8. (2) The small molecule is COc1ccc(CNC(=O)c2cc(=O)c3c(O)cc(OCCc4ccc(NC(=O)C(=O)O)c(OC)c4)cc3o2)cc1. The target protein sequence is MTKIALIGSGQIGAIVGELCLLENLGDLILYDVVPGIPQGKALDLKHFSTILGVNRNILGTNQIEDIKDADIIVITAGVQRKEGMTREDLIGVNGKIMKSVAESVKLHCSKAFVICVSNPLDIMVNVFHKFSNLPHEKICGMAGILDTSRYCSLIADKLKVSAEDVNAVILGGHGDLMVPLQRYTSVNGVPLSEFVKKNMISQNEIQEIIQKTRNMGAEIIKLAKASAAFAPAAAITKMIKSYLYNENNLFTCAVYLNGHYNCSNLFVGSTAKINNKGAHPVEFPLTKEEQDLYTESIASVQSNTQKAFDLIK. The pIC50 is 5.6. (3) The small molecule is O=C(Nc1ccc(S(=O)(=O)N[C@H](Cc2c[nH]c3ccccc23)C(=O)O)cc1)c1ccc(Br)cc1. The target protein (P07861) has sequence MGRSESQMDITDINAPKPKKKQRWTPLEISLSVLVLLLTIIAVTMIALYATYDDGICKSSDCIKSAARLIQNMDASAEPCTDFFKYACGGWLKRNVIPETSSRYSNFDILRDELEVILKDVLQEPKTEDIVAVQKAKTLYRSCINESAIDSRGGQPLLTLLPDIYGWPVASQNWEQTYGTSWTAEKSIAQLNSKYGKKVLINFFVGTDDKNSTQHIIHFDQPRLGLPSRDYYECTGIYKEACTAYVDFMISVARLIRQEQRLPIDENQLSLEMNKVMELEKEIANATTKPEDRNDPMLLYNKMTLAKLQNNFSLEINGKPFSWSNFTNEIMSTVNINIQNEEEVVVYAPEYLTKLKPILTKYSPRDLQNLMSWRFIMDLVSSLSRNYKESRNAFRKALYGTTSETATWRRCANYVNGNMENAVGRLYVEAAFAGESKHVVEDLIAQIREVFIQTLDDLTWMDAETKKKAEEKALAIKERIGYPDDIISNENKLNNEYLEL.... The pIC50 is 6.0.